This data is from Experimentally validated miRNA-target interactions with 360,000+ pairs, plus equal number of negative samples. The task is: Binary Classification. Given a miRNA mature sequence and a target amino acid sequence, predict their likelihood of interaction. (1) Result: 1 (interaction). The protein sequence of the target gene is MIAAPEIPTDFNLLQESETHFSSDTDFEDIEGKNQKQGKGKTCKKGKKGPAEKGKGGNGGGKPPSGPNRMNGHHQQNGVENMMLFEVVKMGKSAMQSVVDDWIESYKHDRDIALLDLINFFIQCSGCKGVVTAEMFRHMQNSEIIRKMTEEFDEDSGDYPLTMAGPQWKKFKSSFCEFIGVLVRQCQYSIIYDEYMMDTVISLLTGLSDSQVRAFRHTSTLAAMKLMTALVNVALNLSINMDNTQRQYEAERNKMIGKRANERLELLLQKRKELQENQDEIENMMNAIFKGVFVHRYRDA.... The miRNA is hsa-miR-409-5p with sequence AGGUUACCCGAGCAACUUUGCAU. (2) The miRNA is hsa-miR-380-3p with sequence UAUGUAAUAUGGUCCACAUCUU. The protein sequence of the target gene is MESYDIIANQPVVIDNGSGVIKAGFAGDQIPKYCFPNYVGRPKHMRVMAGALEGDLFIGPKAEEHRGLLTIRYPMEHGVVRDWNDMERIWQYVYSKDQLQTFSEEHPVLLTEAPLNPSKNREKAAEVFFETFNVPALFISMQAVLSLYATGRTTGVVLDSGDGVTHAVPIYEGFAMPHSIMRVDIAGRDVSRYLRLLLRKEGVDFHTSAEFEVVRTIKERACYLSINPQKDEALETEKVQYTLPDGSTLDVGPARFRAPELLFQPDLVGDESEGLHEVVAFAIHKSDMDLRRTLFANIVL.... Result: 0 (no interaction). (3) The miRNA is hsa-miR-512-3p with sequence AAGUGCUGUCAUAGCUGAGGUC. The protein sequence of the target gene is MMASFQRSNSHDKVRRIVAEEGRTARNLIAWSVPLESKDDDGKPKCQTGGKSKRTIQGTHKTTKQSTAVDCKITSSTTGDKHFDKSPTKTRHPRKIDLRARYWAFLFDNLRRAVDEIYVTCESDQSVVECKEVLMMLDNYVRDFKALIDWIQLQEKLEKTDAQSRPTSLAWEVKKMSPGRHVIPSPSTDRINVTSNARRSLNFGGSTGTVPAPRLAPTGVSWADKVKAHHTGSTASSEITPAQSCPPMTVQKASRKNERKDAEGWETVQRGRPIRSRSTAVMPKVSLATEATRSKDDSDK.... Result: 0 (no interaction). (4) The protein sequence of the target gene is MSIAGVAAQEIRVPLKTGFLHNGRAMGNMRKTYWSSRSEFKNNFLNIDPITMAYSLNSSAQERLIPLGHASKSAPMNGHCFAENGPSQKSSLPPLLIPPSENLGPHEEDQVVCGFKKLTVNGVCASTPPLTPIKNSPSLFPCAPLCERGSRPLPPLPISEALSLDDTDCEVEFLTSSDTDFLLEDSTLSDFKYDVPGRRSFRGCGQINYAYFDTPAVSAADLSYVSDQNGGVPDPNPPPPQTHRRLRRSHSGPAGSFNKPAIRISNCCIHRASPNSDEDKPEVPPRVPIPPRPVKPDYRR.... The miRNA is hsa-miR-200c-3p with sequence UAAUACUGCCGGGUAAUGAUGGA. Result: 1 (interaction). (5) The miRNA is hsa-miR-1292-3p with sequence UCGCGCCCCGGCUCCCGUUC. The protein sequence of the target gene is MSCAEVMYHPQPYGASQYLPNPMAATTCPTAYYQPAPQPGQQKKLAVFSKMQDSLEVTLPSKQEEEDEEEEEEEKDQPAEMEYLNSRCVLFTYFQGDIGSVVDEHFSRALGQAITLHPESAISKSKMGLTPLWRDSSALSSQRNSFPTSFWTSSYQPPPAPCLGGVHPDFQVTGPPGTFSAADPSPWPGHNLHQTGPAPPPAVSESWPYPLTSQVSPSYSHMHDVYMRHHHPHAHMHHRHRHHHHHHHPPAGSALDPSYGPLLMPSVHAARIPAPQCDITKTEPTTVTSATSAWAGAFHG.... Result: 1 (interaction). (6) The miRNA is hsa-miR-4707-3p with sequence AGCCCGCCCCAGCCGAGGUUCU. The protein sequence of the target gene is MAVRQALGRGLQLGRALLLRFAPKPGPLFGWGKPGPAAAWGRGERPGQVVSPGAQPRPVGLPLPDRYRFFRQSVAGLAARIQRQFMVRARGGAGPCGRAVFLAFGLGLGLIEEKQAEGRRAASACQEIQAIFTQKTKRVSDPLDTRCWQGFRLEDYLIGQAIGKGCNAAVYEATMPTLPQHLEKAKHLGLIGKGPDVVLKGADGEQAPGTPTFPFAIKMMWNISAGSSSEAILSKMSQELVPASRVALAGEYGAVTYRRSRDGPKQLAPHPNIIRVFRAFTSSVPLLPGALADYPDMLPP.... Result: 0 (no interaction). (7) The miRNA is hsa-miR-6078 with sequence CCGCCUGAGCUAGCUGUGG. The protein sequence of the target gene is MSAAIAALAASYGSGSGSESDSDSESSRCPLPAADSLMHLTKSPSSKPSLAVAVDSAPEVAVKEDLETGVHLDPAVKEVQYNPTYETMFAPEFGPENPFRTQQMAAPRNMLSGYAEPAHINDFMFEQQRRTFATYGYALDPSLDNHQVSAKYIGSVEEAEKNQGLTVFETGQKKTEKRKKFKENDASNIDGFLGPWAKYVDEKDVAKPSEEEQKELDEITAKRQKKGKQEEEKPGEEKTILHVKEMYDYQGRSYLHIPQDVGVNLRSTMPPEKCYLPKKQIHVWSGHTKGVSAVRLFPLS.... Result: 0 (no interaction).